Predict which catalyst facilitates the given reaction. From a dataset of Catalyst prediction with 721,799 reactions and 888 catalyst types from USPTO. Reactant: [OH:1][C:2]1[CH:3]=[C:4]([C:12]([O:14][CH3:15])=[O:13])[CH:5]=[C:6]([CH:11]=1)[C:7]([O:9][CH3:10])=[O:8].C(=O)([O-])[O-].[Cs+].[Cs+].I[CH2:23][CH2:24][CH2:25][CH3:26]. Product: [CH2:23]([O:1][C:2]1[CH:11]=[C:6]([C:7]([O:9][CH3:10])=[O:8])[CH:5]=[C:4]([CH:3]=1)[C:12]([O:14][CH3:15])=[O:13])[CH2:24][CH2:25][CH3:26]. The catalyst class is: 23.